From a dataset of Forward reaction prediction with 1.9M reactions from USPTO patents (1976-2016). Predict the product of the given reaction. Given the reactants CN1CCOCC1.[N:8]1([C:13]2[CH:18]=[CH:17][C:16]([C:19]3([C:22]([OH:24])=O)[CH2:21][CH2:20]3)=[CH:15][CH:14]=2)[CH:12]=[CH:11][CH:10]=[N:9]1.Cl.Cl.[NH:27]1[CH2:31][CH2:30][C:29]2([C:39]3[CH:38]=[CH:37][N:36]=[CH:35][C:34]=3[C:33](=[O:40])[O:32]2)[CH2:28]1.F[P-](F)(F)(F)(F)F.N1(O[P+](N(C)C)(N(C)C)N(C)C)C2C=CC=CC=2N=N1.C(O)(C(F)(F)F)=O, predict the reaction product. The product is: [N:8]1([C:13]2[CH:14]=[CH:15][C:16]([C:19]3([C:22]([N:27]4[CH2:31][CH2:30][C@@:29]5([C:39]6[CH:38]=[CH:37][N:36]=[CH:35][C:34]=6[C:33](=[O:40])[O:32]5)[CH2:28]4)=[O:24])[CH2:20][CH2:21]3)=[CH:17][CH:18]=2)[CH:12]=[CH:11][CH:10]=[N:9]1.